From a dataset of Drug-target binding data from BindingDB using IC50 measurements. Regression. Given a target protein amino acid sequence and a drug SMILES string, predict the binding affinity score between them. We predict pIC50 (pIC50 = -log10(IC50 in M); higher means more potent). Dataset: bindingdb_ic50. The small molecule is CC1=CC(=O)c2ccccc2C1=O. The target protein (O54754) has sequence MDPIQLLFYVNGQKVVEKNVDPEMMLLPYLRKNLRLTGTKYGCGGGGCGACTVMISRYNPSTKAIRHHPVNACLTPICSLHGTAVTTVEGLGNTRTRLHPIQERIAKCHGTQCGFCTPGMVMSMYALLRNHPEPTLDQLTDALGGNLCRCTGYRPIIDACKTFCKASACCQSKENGVCCLDQEINGLAESQEEDKTSPELFSEEEFLPLDPTQELIFPPELMRIAEKQPPKTRVFYGERVTWISPVTLKELVEAKFKYPQAPIVMGYTSVGPEVKFKGVFHPIIISPDRIEELGVISQARDGLTLGAGLSLDQVKDILADIVQKLPEEKTQTYRALLKHLRTLAGSQIRNMASLGGHIVSRHLDSDLNPLLAVGNCTLNLLSKDGERRIPLSEEFLRKCPEADLKPQEVLVSVNIPWSRKWEFVSAFRQAQRQQNALAIVNSGMRVLFREGGGVIEELSILYGGVGSTIISAKNSCQRLIGRPWNEGMLDTRCRLVLDEV.... The pIC50 is 6.8.